From a dataset of Aqueous solubility values for 9,982 compounds from the AqSolDB database. Regression/Classification. Given a drug SMILES string, predict its absorption, distribution, metabolism, or excretion properties. Task type varies by dataset: regression for continuous measurements (e.g., permeability, clearance, half-life) or binary classification for categorical outcomes (e.g., BBB penetration, CYP inhibition). For this dataset (solubility_aqsoldb), we predict Y. (1) The compound is Cc1c([N+](=O)[O-])cc([N+](=O)[O-])c(O)c1[N+](=O)[O-]. The Y is -2.04 log mol/L. (2) The drug is CC(CCOC(=O)CC(C)CC(C)(C)C)CC(C)(C)C. The Y is -8.28 log mol/L. (3) The drug is NCCCCCCNC(=O)O. The Y is -0.0953 log mol/L. (4) The drug is ClC1=C(Cl)C2(Cl)C3C(Cl)C(Cl)CC3C1(Cl)C2(Cl)Cl. The Y is -6.86 log mol/L.